Dataset: Full USPTO retrosynthesis dataset with 1.9M reactions from patents (1976-2016). Task: Predict the reactants needed to synthesize the given product. (1) Given the product [CH2:12]([O:11][C:9](=[O:10])[CH2:8][CH:14]([C:19]#[N:20])[CH2:15][CH:16]([CH3:17])[CH3:18])[CH3:13], predict the reactants needed to synthesize it. The reactants are: [Cl-].[Na+].C(CC[CH:8]([CH:14]([C:19]#[N:20])[CH2:15][CH:16]([CH3:18])[CH3:17])[C:9]([O:11][CH2:12][CH3:13])=[O:10])(O)=O.CS(C)=O. (2) Given the product [C:1]12[N:27]=[C:18]([N:19]=[CH:20][C:21]=1[C:22]([OH:24])=[O:23])[NH:17][CH2:16][CH2:15][CH2:14][CH2:13][CH2:12][CH2:11][N:10]1[CH:28]=[C:7]([N:8]=[N:9]1)[CH2:6][CH2:5][CH2:4][CH2:3][NH:2]2, predict the reactants needed to synthesize it. The reactants are: [C:1]12[N:27]=[C:18]([N:19]=[CH:20][C:21]=1[C:22]([O:24]CC)=[O:23])[NH:17][CH2:16][CH2:15][CH2:14][CH2:13][CH2:12][CH2:11][N:10]1[CH:28]=[C:7]([N:8]=[N:9]1)[CH2:6][CH2:5][CH2:4][CH2:3][NH:2]2.[OH-].[K+].Cl.